Predict the reaction yield, written as a fraction of the theoretical maximum amount of product (1.0 means a 100% yield; for example, 0.34 means a 34% yield). From a dataset of Reaction yield outcomes from USPTO patents with 853,638 reactions. The product is [CH3:1][O:2][C:3](=[O:24])[C@@H:4]([NH:23][C:25]([N:32]([C:36]1[CH:35]=[CH:3][CH:4]=[CH:5][C:6]=1[CH2:7][C:43]1[CH:42]=[CH:11][CH:10]=[CH:9][CH:8]=1)[CH3:33])=[S:26])[CH2:5][C:6]1[CH:7]=[CH:8][C:9]([NH:12][C:13]([C:15]2[C:16]([Cl:22])=[CH:17][N:18]=[CH:19][C:20]=2[Cl:21])=[O:14])=[CH:10][CH:11]=1. The reactants are [CH3:1][O:2][C:3](=[O:24])[C@@H:4]([NH2:23])[CH2:5][C:6]1[CH:11]=[CH:10][C:9]([NH:12][C:13]([C:15]2[C:20]([Cl:21])=[CH:19][N:18]=[CH:17][C:16]=2[Cl:22])=[O:14])=[CH:8][CH:7]=1.[C:25]([N:32]1[CH:36]=[CH:35]N=[CH:33]1)(N1C=CN=C1)=[S:26].C(N([CH2:42][CH3:43])CC)C. The catalyst is O1CCCC1. The yield is 0.620.